Dataset: Full USPTO retrosynthesis dataset with 1.9M reactions from patents (1976-2016). Task: Predict the reactants needed to synthesize the given product. The reactants are: C(OCC)(=O)[CH2:2][C:3]([CH3:5])=[O:4].[CH2:10](/[C:12](=[CH:15]\[CH3:16])/[CH:13]=O)[CH3:11]. Given the product [CH2:10]([CH:12]1[CH:15]([CH3:16])[CH2:5][C:3](=[O:4])[CH:2]=[CH:13]1)[CH3:11], predict the reactants needed to synthesize it.